From a dataset of Forward reaction prediction with 1.9M reactions from USPTO patents (1976-2016). Predict the product of the given reaction. (1) Given the reactants Br[CH2:2][CH2:3][NH:4][C:5]1[CH:10]=[CH:9][C:8]([N+:11]([O-:13])=[O:12])=[CH:7][CH:6]=1.[S:14]([O-:17])([O-:16])=[O:15].[Na+:18].[Na+], predict the reaction product. The product is: [N+:11]([C:8]1[CH:9]=[CH:10][C:5]([NH:4][CH2:3][CH2:2][S:14]([O-:17])(=[O:16])=[O:15])=[CH:6][CH:7]=1)([O-:13])=[O:12].[Na+:18]. (2) Given the reactants [CH3:1][C@@H:2]1[N:8]([C:9]([O:11][CH:12]2[CH2:15][CH2:14][CH2:13]2)=[O:10])[CH2:7][C:6]2[CH:16]=[CH:17][C:18]([C:20]([O:22]C)=O)=[CH:19][C:5]=2[O:4][CH2:3]1.[NH2:24][OH:25].[OH-].[Na+].O, predict the reaction product. The product is: [OH:25][NH:24][C:20]([C:18]1[CH:17]=[CH:16][C:6]2[CH2:7][N:8]([C:9]([O:11][CH:12]3[CH2:15][CH2:14][CH2:13]3)=[O:10])[C@@H:2]([CH3:1])[CH2:3][O:4][C:5]=2[CH:19]=1)=[O:22]. (3) The product is: [Cl:17][C:18]1[N:23]=[CH:22][C:21]([CH:24]([N:25]([CH:26]2[CH2:28][CH2:27]2)[C:8]([C:7]2[C:3]([CH:2]([F:12])[F:1])=[N:4][N:5]([CH3:11])[CH:6]=2)=[O:9])[CH3:29])=[CH:20][CH:19]=1. Given the reactants [F:1][CH:2]([F:12])[C:3]1[C:7]([C:8](O)=[O:9])=[CH:6][N:5]([CH3:11])[N:4]=1.S(Cl)(Cl)=O.[Cl:17][C:18]1[N:23]=[CH:22][C:21]([CH:24]([CH3:29])[NH:25][CH:26]2[CH2:28][CH2:27]2)=[CH:20][CH:19]=1.C(N(CC)CC)C, predict the reaction product. (4) Given the reactants [CH3:1][O:2][C:3]1[CH:8]=[CH:7][CH:6]=[CH:5][C:4]=1[NH2:9].[CH:10]([C:13]1[CH:14]=[CH:15][C:16]([S:19](Cl)(=[O:21])=[O:20])=[N:17][CH:18]=1)([CH3:12])[CH3:11], predict the reaction product. The product is: [CH3:1][O:2][C:3]1[CH:8]=[CH:7][CH:6]=[CH:5][C:4]=1[NH:9][S:19]([C:16]1[CH:15]=[CH:14][C:13]([CH:10]([CH3:12])[CH3:11])=[CH:18][N:17]=1)(=[O:20])=[O:21]. (5) Given the reactants [CH3:1][C:2]([CH3:20])([Si:4]([CH3:19])([CH3:18])[O:5][CH:6]([CH:16]=[CH2:17])[CH2:7][O:8][Si:9]([CH3:15])([CH3:14])[C:10]([CH3:13])([CH3:12])[CH3:11])[CH3:3].Cl[C:22]1[N:27]=[C:26]([NH2:28])[N:25]=[C:24]([NH:29][C:30]2[CH:35]=[CH:34][C:33]([O:36][C:37]3[CH:42]=[CH:41][N:40]=[C:39]([C:43]([F:46])([F:45])[F:44])[CH:38]=3)=[CH:32][CH:31]=2)[CH:23]=1, predict the reaction product. The product is: [Si:4]([O:5][CH:6]([CH2:7][O:8][Si:9]([C:10]([CH3:11])([CH3:12])[CH3:13])([CH3:15])[CH3:14])[CH2:16][CH2:17][C:22]1[N:27]=[C:26]([NH2:28])[N:25]=[C:24]([NH:29][C:30]2[CH:31]=[CH:32][C:33]([O:36][C:37]3[CH:42]=[CH:41][N:40]=[C:39]([C:43]([F:45])([F:46])[F:44])[CH:38]=3)=[CH:34][CH:35]=2)[CH:23]=1)([C:2]([CH3:20])([CH3:1])[CH3:3])([CH3:19])[CH3:18]. (6) The product is: [NH:1]([C:8]1[S:9][CH:10]([CH2:14][C:15]([N:49]2[CH2:50][C:51]3[C:56](=[CH:55][CH:54]=[CH:53][CH:52]=3)[CH2:48]2)=[O:17])[C:11](=[O:13])[N:12]=1)[C:2]1[CH:3]=[CH:4][CH:5]=[CH:6][CH:7]=1. Given the reactants [NH:1]([C:8]1[S:9][CH:10]([CH2:14][C:15]([OH:17])=O)[C:11](=[O:13])[N:12]=1)[C:2]1[CH:7]=[CH:6][CH:5]=[CH:4][CH:3]=1.Cl.CN(C)CCCN=C=NCC.O.ON1C2C=CC=CC=2N=N1.CN1CCOCC1.[CH2:48]1[C:56]2[C:51](=[CH:52][CH:53]=[CH:54][CH:55]=2)[CH2:50][NH:49]1, predict the reaction product.